Dataset: Catalyst prediction with 721,799 reactions and 888 catalyst types from USPTO. Task: Predict which catalyst facilitates the given reaction. (1) Reactant: [C:1]([O:5][C:6](=[O:16])[NH:7][C@H:8]1[CH2:13][CH2:12][C@H:11]([CH2:14][OH:15])[CH2:10][CH2:9]1)([CH3:4])([CH3:3])[CH3:2].CCN(C(C)C)C(C)C.S(=O)(=O)=O.N1C=CC=CC=1. Product: [C:1]([O:5][C:6](=[O:16])[NH:7][C@H:8]1[CH2:9][CH2:10][C@H:11]([CH:14]=[O:15])[CH2:12][CH2:13]1)([CH3:4])([CH3:2])[CH3:3]. The catalyst class is: 583. (2) Reactant: C[O:2][C:3]([C:5]1[C:6]([CH3:32])=[C:7]([C:16]2[CH:21]=[C:20]([C:22]([CH3:25])([CH3:24])[CH3:23])[C:19]([OH:26])=[C:18]([C:27]([O:29][CH3:30])=[O:28])[C:17]=2[CH3:31])[CH:8]=[C:9]([C:12]([CH3:15])([CH3:14])[CH3:13])[C:10]=1[OH:11])=[O:4].[OH-].[K+].O.Cl. The catalyst class is: 334. Product: [CH3:30][O:29][C:27]([C:18]1[C:17]([CH3:31])=[C:16]([C:7]2[CH:8]=[C:9]([C:12]([CH3:13])([CH3:14])[CH3:15])[C:10]([OH:11])=[C:5]([C:3]([OH:4])=[O:2])[C:6]=2[CH3:32])[CH:21]=[C:20]([C:22]([CH3:25])([CH3:23])[CH3:24])[C:19]=1[OH:26])=[O:28].